From a dataset of Forward reaction prediction with 1.9M reactions from USPTO patents (1976-2016). Predict the product of the given reaction. (1) Given the reactants [C:1]([C:5]1[CH:9]=[C:8]([NH:10][C:11]([NH:13][C:14]2[C:23]3[C:18](=[CH:19][CH:20]=[CH:21][CH:22]=3)[CH:17]=[CH:16][CH:15]=2)=[O:12])[N:7]([C:24]2[CH:29]=[CH:28][C:27]([CH:30]=[O:31])=[CH:26][CH:25]=2)[N:6]=1)([CH3:4])([CH3:3])[CH3:2].[C:32]([Mg]Br)#[CH:33], predict the reaction product. The product is: [C:1]([C:5]1[CH:9]=[C:8]([NH:10][C:11]([NH:13][C:14]2[C:23]3[C:18](=[CH:19][CH:20]=[CH:21][CH:22]=3)[CH:17]=[CH:16][CH:15]=2)=[O:12])[N:7]([C:24]2[CH:29]=[CH:28][C:27]([CH:30]([OH:31])[C:32]#[CH:33])=[CH:26][CH:25]=2)[N:6]=1)([CH3:4])([CH3:2])[CH3:3]. (2) The product is: [C:23]([C:22]1[C:25]([C:28]2[CH:33]=[CH:32][C:31]([O:34][C:35]3[CH:40]=[CH:39][CH:38]=[CH:37][CH:36]=3)=[CH:30][CH:29]=2)=[CH:26][N:27]=[C:20]([C:16]2[CH:15]=[C:14]([CH:19]=[CH:18][CH:17]=2)[CH2:13][NH:12][C:42](=[O:44])[CH3:43])[C:21]=1[F:41])#[N:24]. Given the reactants CCN(C(C)C)C(C)C.Cl.Cl.[NH2:12][CH2:13][C:14]1[CH:15]=[C:16]([C:20]2[C:21]([F:41])=[C:22]([C:25]([C:28]3[CH:33]=[CH:32][C:31]([O:34][C:35]4[CH:40]=[CH:39][CH:38]=[CH:37][CH:36]=4)=[CH:30][CH:29]=3)=[CH:26][N:27]=2)[C:23]#[N:24])[CH:17]=[CH:18][CH:19]=1.[C:42](OC(=O)C)(=[O:44])[CH3:43], predict the reaction product. (3) Given the reactants [F:1][C:2]1[CH:10]=[CH:9][C:8]2[NH:7][C:6]3[CH:11]4[CH2:17][CH2:16][N:14]([CH2:15][C:5]=3[C:4]=2[CH:3]=1)[CH2:13][CH2:12]4.Br[C:19]1[CH:28]=[C:27]2[C:22]([CH:23]=[CH:24][CH:25]=[N:26]2)=[CH:21][CH:20]=1, predict the reaction product. The product is: [F:1][C:2]1[CH:10]=[CH:9][C:8]2[N:7]([C:19]3[CH:28]=[C:27]4[C:22]([CH:23]=[CH:24][CH:25]=[N:26]4)=[CH:21][CH:20]=3)[C:6]3[CH:11]4[CH2:12][CH2:13][N:14]([CH2:15][C:5]=3[C:4]=2[CH:3]=1)[CH2:16][CH2:17]4.